Regression. Given a peptide amino acid sequence and an MHC pseudo amino acid sequence, predict their binding affinity value. This is MHC class II binding data. From a dataset of Peptide-MHC class II binding affinity with 134,281 pairs from IEDB. (1) The peptide sequence is GELQIVDKGDAAFKI. The MHC is DRB4_0101 with pseudo-sequence DRB4_0103. The binding affinity (normalized) is 0.716. (2) The peptide sequence is YKICTDKMFFVKNPT. The MHC is DRB1_0301 with pseudo-sequence DRB1_0301. The binding affinity (normalized) is 0.850.